Task: Regression. Given a peptide amino acid sequence and an MHC pseudo amino acid sequence, predict their binding affinity value. This is MHC class II binding data.. Dataset: Peptide-MHC class II binding affinity with 134,281 pairs from IEDB (1) The peptide sequence is RRDLDSGKLKRNFQK. The MHC is DRB1_0101 with pseudo-sequence DRB1_0101. The binding affinity (normalized) is 0.207. (2) The peptide sequence is YDKFLANVSTVLTMK. The MHC is DRB1_0405 with pseudo-sequence DRB1_0405. The binding affinity (normalized) is 0.639.